Dataset: NCI-60 drug combinations with 297,098 pairs across 59 cell lines. Task: Regression. Given two drug SMILES strings and cell line genomic features, predict the synergy score measuring deviation from expected non-interaction effect. (1) Drug 1: CC1=C2C(C(=O)C3(C(CC4C(C3C(C(C2(C)C)(CC1OC(=O)C(C(C5=CC=CC=C5)NC(=O)C6=CC=CC=C6)O)O)OC(=O)C7=CC=CC=C7)(CO4)OC(=O)C)O)C)OC(=O)C. Drug 2: C(CN)CNCCSP(=O)(O)O. Cell line: 786-0. Synergy scores: CSS=33.4, Synergy_ZIP=10.2, Synergy_Bliss=10.1, Synergy_Loewe=-30.0, Synergy_HSA=9.13. (2) Drug 1: CC1=C(C(=CC=C1)Cl)NC(=O)C2=CN=C(S2)NC3=CC(=NC(=N3)C)N4CCN(CC4)CCO. Drug 2: C1CNP(=O)(OC1)N(CCCl)CCCl. Cell line: NCI-H460. Synergy scores: CSS=-2.47, Synergy_ZIP=2.33, Synergy_Bliss=-0.494, Synergy_Loewe=-2.82, Synergy_HSA=-5.71. (3) Cell line: RXF 393. Synergy scores: CSS=-1.57, Synergy_ZIP=-2.19, Synergy_Bliss=-3.48, Synergy_Loewe=-4.93, Synergy_HSA=-3.94. Drug 2: CC1CCCC2(C(O2)CC(NC(=O)CC(C(C(=O)C(C1O)C)(C)C)O)C(=CC3=CSC(=N3)C)C)C. Drug 1: C1CCC(C1)C(CC#N)N2C=C(C=N2)C3=C4C=CNC4=NC=N3. (4) Drug 1: CC1=C2C(C(=O)C3(C(CC4C(C3C(C(C2(C)C)(CC1OC(=O)C(C(C5=CC=CC=C5)NC(=O)OC(C)(C)C)O)O)OC(=O)C6=CC=CC=C6)(CO4)OC(=O)C)OC)C)OC. Drug 2: C1=CC=C(C=C1)NC(=O)CCCCCCC(=O)NO. Cell line: IGROV1. Synergy scores: CSS=40.5, Synergy_ZIP=6.13, Synergy_Bliss=6.08, Synergy_Loewe=-6.10, Synergy_HSA=7.01. (5) Drug 1: C1=C(C(=O)NC(=O)N1)N(CCCl)CCCl. Drug 2: CC1CCCC2(C(O2)CC(NC(=O)CC(C(C(=O)C(C1O)C)(C)C)O)C(=CC3=CSC(=N3)C)C)C. Cell line: OVCAR-5. Synergy scores: CSS=16.1, Synergy_ZIP=-5.19, Synergy_Bliss=3.94, Synergy_Loewe=1.02, Synergy_HSA=2.44. (6) Drug 1: C1CC(C1)(C(=O)O)C(=O)O.[NH2-].[NH2-].[Pt+2]. Drug 2: C1CN(P(=O)(OC1)NCCCl)CCCl. Cell line: MOLT-4. Synergy scores: CSS=27.3, Synergy_ZIP=7.15, Synergy_Bliss=6.35, Synergy_Loewe=-0.658, Synergy_HSA=-0.626.